This data is from Forward reaction prediction with 1.9M reactions from USPTO patents (1976-2016). The task is: Predict the product of the given reaction. (1) Given the reactants C[O:2][C:3](=O)[C:4]([CH2:6]Br)=[CH2:5].[Br:9][C:10]1[S:14][C:13]([CH:15]=[N:16][CH3:17])=[CH:12][CH:11]=1.[NH4+].[Cl-], predict the reaction product. The product is: [Br:9][C:10]1[S:14][C:13]([CH:15]2[N:16]([CH3:17])[C:3](=[O:2])[C:4](=[CH2:5])[CH2:6]2)=[CH:12][CH:11]=1. (2) The product is: [Cl:17][CH2:13][C:3]1[C:4]([C:7]2[CH:12]=[CH:11][CH:10]=[CH:9][CH:8]=2)=[N:5][O:6][C:2]=1[CH3:1]. Given the reactants [CH3:1][C:2]1[O:6][N:5]=[C:4]([C:7]2[CH:12]=[CH:11][CH:10]=[CH:9][CH:8]=2)[C:3]=1[CH2:13]O.S(Cl)([Cl:17])=O, predict the reaction product. (3) The product is: [CH:11]1([N:8]2[C:6]3[N:7]=[C:2]([C:33]4[CH2:32][C:31]([CH3:45])([CH3:44])[NH:30][C:29]([CH3:46])([CH3:28])[CH:34]=4)[CH:3]=[C:4]([C:15]([NH:17][CH2:18][C:19]4[C:20](=[O:27])[NH:21][C:22]([CH3:26])=[CH:23][C:24]=4[CH3:25])=[O:16])[C:5]=3[CH:10]=[N:9]2)[CH2:14][CH2:13][CH2:12]1. Given the reactants Br[C:2]1[CH:3]=[C:4]([C:15]([NH:17][CH2:18][C:19]2[C:20](=[O:27])[NH:21][C:22]([CH3:26])=[CH:23][C:24]=2[CH3:25])=[O:16])[C:5]2[CH:10]=[N:9][N:8]([CH:11]3[CH2:14][CH2:13][CH2:12]3)[C:6]=2[N:7]=1.[CH3:28][C:29]1([CH3:46])[CH2:34][C:33](B2OC(C)(C)C(C)(C)O2)=[CH:32][C:31]([CH3:45])([CH3:44])[NH:30]1.C([O-])([O-])=O.[Na+].[Na+].CCOC(C)=O, predict the reaction product. (4) Given the reactants CI.[C:3]([C:5]1[CH:6]=[C:7]([CH:20]=[CH:21][CH:22]=1)[CH2:8][CH2:9][O:10][CH2:11][CH2:12][C:13]([O:15][C:16]([CH3:19])([CH3:18])[CH3:17])=[O:14])#[CH:4].[N-:23]=[N+:24]=[N-:25].[Na+].[C:27](O)(C)(C)C, predict the reaction product. The product is: [CH3:27][N:23]1[CH:4]=[C:3]([C:5]2[CH:6]=[C:7]([CH:20]=[CH:21][CH:22]=2)[CH2:8][CH2:9][O:10][CH2:11][CH2:12][C:13]([O:15][C:16]([CH3:18])([CH3:19])[CH3:17])=[O:14])[N:25]=[N:24]1. (5) The product is: [CH2:1]([C@H:7]1[CH2:11][C:12](=[CH2:13])[O:9][C:8]1=[O:10])[CH2:2][CH2:3][CH2:4][CH2:5][CH3:6]. Given the reactants [CH2:1]([C@@H:7]([CH2:11][C:12]#[CH:13])[C:8]([OH:10])=[O:9])[CH2:2][CH2:3][CH2:4][CH2:5][CH3:6], predict the reaction product. (6) Given the reactants C(OC(=O)NCCC[NH:11][CH:12]([C:15]1[N:20]([CH2:21][C:22]2[CH:27]=[CH:26][CH:25]=[CH:24][CH:23]=2)[C:19](=[O:28])[C:18]2=[CH:29][CH:30]=[CH:31][N:17]2[N:16]=1)[CH2:13][CH3:14])(C)(C)C.C([N:35]([CH2:38][CH3:39])CC)C.[Cl:40][C:41]1[CH:49]=[CH:48][C:44]([C:45](Cl)=[O:46])=[CH:43][CH:42]=1.[CH2:50](Cl)Cl, predict the reaction product. The product is: [ClH:40].[NH2:35][CH2:38][CH2:39][CH2:50][C:48]1[CH:49]=[C:41]([Cl:40])[CH:42]=[CH:43][C:44]=1[C:45]([NH:11][CH:12]([C:15]1[N:20]([CH2:21][C:22]2[CH:27]=[CH:26][CH:25]=[CH:24][CH:23]=2)[C:19](=[O:28])[C:18]2=[CH:29][CH:30]=[CH:31][N:17]2[N:16]=1)[CH2:13][CH3:14])=[O:46]. (7) Given the reactants [C:1]([C:5]1[CH:10]=[CH:9][C:8]([CH:11]2[C:15]([C:16]3[CH:21]=[CH:20][C:19]([NH:22][C:23](=[O:29])[O:24][C:25]([CH3:28])([CH3:27])[CH3:26])=[CH:18][CH:17]=3)=[CH:14][CH2:13][CH:12]2[C:30]2[CH:35]=[CH:34][C:33]([N:36]3C(C)=CC=C3C)=[CH:32][CH:31]=2)=[CH:7][CH:6]=1)([CH3:4])([CH3:3])[CH3:2].Cl.NO.[OH-].[K+], predict the reaction product. The product is: [NH2:36][C:33]1[CH:34]=[CH:35][C:30]([CH:12]2[CH:11]([C:8]3[CH:9]=[CH:10][C:5]([C:1]([CH3:2])([CH3:4])[CH3:3])=[CH:6][CH:7]=3)[C:15]([C:16]3[CH:17]=[CH:18][C:19]([NH:22][C:23](=[O:29])[O:24][C:25]([CH3:28])([CH3:27])[CH3:26])=[CH:20][CH:21]=3)=[CH:14][CH2:13]2)=[CH:31][CH:32]=1.